This data is from Full USPTO retrosynthesis dataset with 1.9M reactions from patents (1976-2016). The task is: Predict the reactants needed to synthesize the given product. (1) Given the product [Br:19][C:12]1[CH:13]=[C:14]([CH3:18])[CH:15]=[C:16]2[C:11]=1[CH:10]=[N:9][N:8]2[C:3]1[CH:4]=[CH:5][CH:6]=[CH:7][C:2]=1[F:1], predict the reactants needed to synthesize it. The reactants are: [F:1][C:2]1[CH:7]=[CH:6][CH:5]=[CH:4][C:3]=1[NH:8][N:9]=[CH:10][C:11]1[C:16](Br)=[CH:15][C:14]([CH3:18])=[CH:13][C:12]=1[Br:19].P([O-])([O-])([O-])=O.[K+].[K+].[K+]. (2) Given the product [NH2:3][CH2:2][CH2:1][NH:4][C:34]([C@H:10]1[N:9]([CH2:8][C:7]2[C:37]([O:41][CH3:42])=[CH:38][CH:39]=[CH:40][C:6]=2[F:5])[CH2:14][C@H:13]([NH:15][C:16]([C:18]2[CH:19]=[C:20]3[C:24](=[CH:25][CH:26]=2)[NH:23][N:22]=[C:21]3[C:27]2[CH:32]=[CH:31][N:30]=[C:29]([CH3:33])[CH:28]=2)=[O:17])[CH2:12][CH2:11]1)=[O:35], predict the reactants needed to synthesize it. The reactants are: [CH2:1]([NH2:4])[CH2:2][NH2:3].[F:5][C:6]1[CH:40]=[CH:39][CH:38]=[C:37]([O:41][CH3:42])[C:7]=1[CH2:8][N:9]1[CH2:14][C@H:13]([NH:15][C:16]([C:18]2[CH:19]=[C:20]3[C:24](=[CH:25][CH:26]=2)[NH:23][N:22]=[C:21]3[C:27]2[CH:32]=[CH:31][N:30]=[C:29]([CH3:33])[CH:28]=2)=[O:17])[CH2:12][CH2:11][C@H:10]1[C:34](O)=[O:35].C(N(CC)C(C)C)(C)C.CN(C(ON1N=NC2C=CC=NC1=2)=[N+](C)C)C.F[P-](F)(F)(F)(F)F. (3) Given the product [F:22][C:2]([F:1])([F:21])[O:3][C:4]1[CH:5]=[C:6]([C:10]2[CH:11]=[C:12]([CH2:16][C:17]([OH:19])=[O:18])[CH:13]=[N:14][CH:15]=2)[CH:7]=[CH:8][CH:9]=1, predict the reactants needed to synthesize it. The reactants are: [F:1][C:2]([F:22])([F:21])[O:3][C:4]1[CH:5]=[C:6]([C:10]2[CH:11]=[C:12]([CH2:16][C:17]([O:19]C)=[O:18])[CH:13]=[N:14][CH:15]=2)[CH:7]=[CH:8][CH:9]=1.[Li+].[OH-]. (4) Given the product [Br:1][C:2]1[N:3]=[C:4]([CH2:21][CH3:22])[C:5]([NH:10][CH:11]2[C:19]3[CH:14]=[CH:13][O:42][C:18]=3[CH2:17][CH2:16][CH2:15]2)=[N:6][C:7]=1[CH2:8][CH3:9], predict the reactants needed to synthesize it. The reactants are: [Br:1][C:2]1[N:3]=[C:4]([CH2:21][CH3:22])[C:5]([NH:10][C@@H:11]2[C:19]3[C:14](=[CH:15][CH:16]=[CH:17][CH:18]=3)[CH2:13][C@@H]2O)=[N:6][C:7]=1[CH2:8][CH3:9].C(C1C(NC2C3C=C[O:42]C=3CCC2)=NC(CC)=CN=1)C. (5) Given the product [Cl:16][C:17]1[N:22]=[CH:21][C:20]([CH2:23][C:24]2[NH:11][CH2:12][CH2:13][CH2:14][N:15]=2)=[CH:19][CH:18]=1, predict the reactants needed to synthesize it. The reactants are: C[Al](C)C.CCCCCC.[NH2:11][CH2:12][CH2:13][CH2:14][NH2:15].[Cl:16][C:17]1[N:22]=[CH:21][C:20]([CH2:23][C:24](OCC)=O)=[CH:19][CH:18]=1.C(Cl)(Cl)Cl. (6) Given the product [C:30]([NH:29][C:25]1[CH:24]=[C:23]([NH:22][C:20]2[C:19]([F:34])=[CH:18][N:17]=[C:16]([NH:1][C:2]3[CH:3]=[CH:4][C:5]([O:6][CH2:7][C:8]([O:10][CH2:11][CH3:12])=[O:9])=[CH:13][CH:14]=3)[N:21]=2)[CH:28]=[CH:27][CH:26]=1)(=[O:33])[CH:31]=[CH2:32], predict the reactants needed to synthesize it. The reactants are: [NH2:1][C:2]1[CH:14]=[CH:13][C:5]([O:6][CH2:7][C:8]([O:10][CH2:11][CH3:12])=[O:9])=[CH:4][CH:3]=1.Cl[C:16]1[N:21]=[C:20]([NH:22][C:23]2[CH:24]=[C:25]([NH:29][C:30](=[O:33])[CH:31]=[CH2:32])[CH:26]=[CH:27][CH:28]=2)[C:19]([F:34])=[CH:18][N:17]=1.